This data is from Forward reaction prediction with 1.9M reactions from USPTO patents (1976-2016). The task is: Predict the product of the given reaction. (1) Given the reactants [CH3:1][O:2][C:3]1[CH:4]=[C:5]2[C:10](=[C:11]3[CH2:15][C:14]([CH3:17])([CH3:16])[O:13][C:12]=13)[C:9]([C:18]1[CH:19]=[C:20]([CH:23]=[CH:24][CH:25]=1)[C:21]#[N:22])=[N:8][CH2:7][C:6]2([CH3:27])[CH3:26].[OH-:28].[Na+].OO, predict the reaction product. The product is: [CH3:1][O:2][C:3]1[CH:4]=[C:5]2[C:10](=[C:11]3[CH2:15][C:14]([CH3:17])([CH3:16])[O:13][C:12]=13)[C:9]([C:18]1[CH:19]=[C:20]([CH:23]=[CH:24][CH:25]=1)[C:21]([NH2:22])=[O:28])=[N:8][CH2:7][C:6]2([CH3:27])[CH3:26]. (2) Given the reactants [Cl:1][C:2]1[CH:3]=[C:4]([NH:9][C:10]([N:12]2[CH2:17][CH2:16][N:15]([CH:18]3[CH2:22][CH2:21][N:20](C(OC(C)(C)C)=O)[CH2:19]3)[CH2:14][CH2:13]2)=[O:11])[CH:5]=[CH:6][C:7]=1[Cl:8].FC(F)(F)C(O)=O, predict the reaction product. The product is: [Cl:1][C:2]1[CH:3]=[C:4]([NH:9][C:10]([N:12]2[CH2:13][CH2:14][N:15]([CH:18]3[CH2:22][CH2:21][NH:20][CH2:19]3)[CH2:16][CH2:17]2)=[O:11])[CH:5]=[CH:6][C:7]=1[Cl:8]. (3) Given the reactants ClN1C(=O)CCC1=O.[Br:9][C:10]1[CH:11]=[C:12]([SH:16])[CH:13]=[CH:14][CH:15]=1.[CH2:17]([O:19][C:20]([C:22]1[NH:23][C:24]2[C:29]([CH:30]=1)=[CH:28][CH:27]=[C:26]([Cl:31])[CH:25]=2)=[O:21])[CH3:18], predict the reaction product. The product is: [CH2:17]([O:19][C:20]([C:22]1[NH:23][C:24]2[C:29]([C:30]=1[S:16][C:12]1[CH:13]=[CH:14][CH:15]=[C:10]([Br:9])[CH:11]=1)=[CH:28][CH:27]=[C:26]([Cl:31])[CH:25]=2)=[O:21])[CH3:18]. (4) Given the reactants [Cl:1][C:2]1[CH:7]=[C:6]([N:8]2[CH2:12][CH2:11][NH:10][C:9]2=[O:13])[CH:5]=[CH:4][N:3]=1.Br[C:15]1[CH:16]=[N:17][CH:18]=[CH:19][C:20]=1[CH:21]1[CH2:25][CH2:24][CH2:23][CH2:22]1.CN[C@@H]1CCCC[C@H]1NC.P([O-])([O-])([O-])=O.[K+].[K+].[K+], predict the reaction product. The product is: [Cl:1][C:2]1[CH:7]=[C:6]([N:8]2[CH2:12][CH2:11][N:10]([C:15]3[CH:16]=[N:17][CH:18]=[CH:19][C:20]=3[CH:21]3[CH2:25][CH2:24][CH2:23][CH2:22]3)[C:9]2=[O:13])[CH:5]=[CH:4][N:3]=1. (5) The product is: [CH3:1][O:2][C:3]1[CH:4]=[C:5]([CH:19]=[C:20]([CH3:22])[CH:21]=1)[O:6][C:7]1[CH:8]=[CH:9][C:10]2[N:14]=[C:13]([CH2:15][O:16][C:24]3[CH:25]=[C:26]([CH:31]=[CH:32][CH:33]=3)[C:27]([O:29][CH3:30])=[O:28])[N:12]([CH3:17])[C:11]=2[CH:18]=1. Given the reactants [CH3:1][O:2][C:3]1[CH:4]=[C:5]([CH:19]=[C:20]([CH3:22])[CH:21]=1)[O:6][C:7]1[CH:8]=[CH:9][C:10]2[N:14]=[C:13]([CH2:15][OH:16])[N:12]([CH3:17])[C:11]=2[CH:18]=1.O[C:24]1[CH:25]=[C:26]([CH:31]=[CH:32][CH:33]=1)[C:27]([O:29][CH3:30])=[O:28].C(P(CCCC)CCCC)CCC.N(C(N1CCCCC1)=O)=NC(N1CCCCC1)=O, predict the reaction product. (6) Given the reactants B([C:4]1[CH:5]=[C:6]([CH:10]=[CH:11][CH:12]=1)[C:7]([OH:9])=[O:8])(O)O.Br[C:14]1[CH:15]=[C:16]([CH:26]=[C:27]([F:29])[CH:28]=1)[CH2:17][NH:18][C:19](=[O:25])[O:20][C:21]([CH3:24])([CH3:23])[CH3:22].[O-]P([O-])([O-])=O.[K+].[K+].[K+].C(Cl)Cl, predict the reaction product. The product is: [C:21]([O:20][C:19]([NH:18][CH2:17][C:16]1[CH:15]=[C:14]([C:4]2[CH:12]=[CH:11][CH:10]=[C:6]([C:7]([OH:9])=[O:8])[CH:5]=2)[CH:28]=[C:27]([F:29])[CH:26]=1)=[O:25])([CH3:24])([CH3:22])[CH3:23]. (7) Given the reactants [O:1]1[CH2:6][CH2:5][NH:4][C:3]2[CH:7]=[C:8]([O:11][C@H:12]3[CH2:16][CH2:15][N:14]([C:17]([CH:19]4[CH2:24][CH2:23][O:22][CH2:21][CH2:20]4)=[O:18])[CH2:13]3)[CH:9]=[CH:10][C:2]1=2.Br[C:26]1[CH:27]=[C:28]([CH3:34])[C:29]([O:32][CH3:33])=[N:30][CH:31]=1.CC([O-])(C)C.[Na+].C1(P(C2CCCCC2)C2C=CC=CC=2C2C=CC=CC=2)CCCCC1, predict the reaction product. The product is: [CH3:33][O:32][C:29]1[N:30]=[CH:31][C:26]([N:4]2[CH2:5][CH2:6][O:1][C:2]3[CH:10]=[CH:9][C:8]([O:11][C@H:12]4[CH2:16][CH2:15][N:14]([C:17]([CH:19]5[CH2:24][CH2:23][O:22][CH2:21][CH2:20]5)=[O:18])[CH2:13]4)=[CH:7][C:3]2=3)=[CH:27][C:28]=1[CH3:34]. (8) Given the reactants O=[C:2]([CH2:6][CH2:7][C:8]([OH:10])=[O:9])[C:3]([OH:5])=[O:4].N[C@H](C(O)=O)C[C:14]([OH:16])=[O:15].[OH:20]C1C=CC=CC=1C(O)=O.C(O)(=O)/C=C/C(O)=O.C(O)(=O)C(CC(O)=O)O.C(O)(=O)C(C)O.O=C1O[C@H]([C@H](CO)O)C(O)=C1O.C(O)(=O)CCC(O)=O.C1[C@@H](CCCCC(O)=O)SSC1, predict the reaction product. The product is: [C:3]([OH:5])(=[O:4])[CH2:2][C:6]([CH2:7][C:8]([OH:10])=[O:9])([C:14]([OH:16])=[O:15])[OH:20].